From a dataset of Reaction yield outcomes from USPTO patents with 853,638 reactions. Predict the reaction yield, written as a fraction of the theoretical maximum amount of product (1.0 means a 100% yield; for example, 0.34 means a 34% yield). (1) The reactants are [CH3:1][O:2][C:3]1[CH:4]=[C:5]2[C:10](=[CH:11][C:12]=1[O:13][CH2:14][CH2:15][O:16][CH3:17])[N:9]=[CH:8][N:7]=[C:6]2[S:18][C:19]1[CH:20]=[C:21]([CH:23]=[CH:24][CH:25]=1)[NH2:22].[C:26]([C:30]1[CH:34]=[C:33]([NH:35][C:36](=O)[O:37]C2C=CC=CC=2)[N:32]([C:45]2[CH:50]=[CH:49][C:48]([CH3:51])=[CH:47][C:46]=2[CH3:52])[N:31]=1)([CH3:29])([CH3:28])[CH3:27]. No catalyst specified. The product is [C:26]([C:30]1[CH:34]=[C:33]([NH:35][C:36]([NH:22][C:21]2[CH:23]=[CH:24][CH:25]=[C:19]([S:18][C:6]3[C:5]4[C:10](=[CH:11][C:12]([O:13][CH2:14][CH2:15][O:16][CH3:17])=[C:3]([O:2][CH3:1])[CH:4]=4)[N:9]=[CH:8][N:7]=3)[CH:20]=2)=[O:37])[N:32]([C:45]2[CH:50]=[CH:49][C:48]([CH3:51])=[CH:47][C:46]=2[CH3:52])[N:31]=1)([CH3:29])([CH3:28])[CH3:27]. The yield is 0.770. (2) The reactants are [CH3:1][CH:2]([CH3:38])[C@H:3]([N:8]1[CH2:16][C:15]2[C:10](=[CH:11][C:12]([C:17]3[CH:22]=[CH:21][C:20]([NH:23][C:24]([C:26]4[S:27][C:28](C5C=CC=CC=5)=[CH:29][N:30]=4)=[O:25])=[CH:19][CH:18]=3)=[CH:13][CH:14]=2)[C:9]1=[O:37])[C:4]([O:6][CH3:7])=[O:5].N[C:40]1[CH:45]=[CH:44][C:43]([C:40]2[CH:45]=[C:44]3[C:43](CN([C@@H](C(C)C)C(OC)=O)C3=O)=[CH:42][CH:41]=2)=[CH:42][CH:41]=1.C1(C2N=C(C(OC)=O)SC=2)C=CC=CC=1. No catalyst specified. The product is [CH3:1][CH:2]([CH3:38])[C@H:3]([N:8]1[CH2:16][C:15]2[C:10](=[CH:11][C:12]([C:17]3[CH:18]=[CH:19][C:20]([NH:23][C:24]([C:26]4[S:27][CH:28]=[C:29]([C:40]5[CH:45]=[CH:44][CH:43]=[CH:42][CH:41]=5)[N:30]=4)=[O:25])=[CH:21][CH:22]=3)=[CH:13][CH:14]=2)[C:9]1=[O:37])[C:4]([O:6][CH3:7])=[O:5]. The yield is 0.550. (3) The reactants are [CH3:1][O:2][C:3]1[CH:8]=[CH:7][C:6]([NH2:9])=[CH:5][CH:4]=1.C(N(CC)CC)C.Cl[S:18]([C:21]1[CH:30]=[CH:29][C:24]([C:25]([O:27][CH3:28])=[O:26])=[CH:23][CH:22]=1)(=[O:20])=[O:19]. The catalyst is ClCCl. The product is [CH3:1][O:2][C:3]1[CH:8]=[CH:7][C:6]([NH:9][S:18]([C:21]2[CH:22]=[CH:23][C:24]([C:25]([O:27][CH3:28])=[O:26])=[CH:29][CH:30]=2)(=[O:20])=[O:19])=[CH:5][CH:4]=1. The yield is 0.300. (4) The reactants are [CH3:1][O:2][C:3](=[O:26])[CH2:4][CH2:5][CH:6]([O:8][C:9]1[C:14]([F:15])=[CH:13][C:12](B2OC(C)(C)C(C)(C)O2)=[CH:11][C:10]=1[F:25])[CH3:7].Cl[C:28]1[CH:33]=[CH:32][CH:31]=[C:30]([O:34][CH:35]2[CH2:38][CH2:37][CH2:36]2)[N:29]=1.C([O-])([O-])=O.[Na+].[Na+].N#N. The catalyst is COCCOC.C1C=CC([P]([Pd]([P](C2C=CC=CC=2)(C2C=CC=CC=2)C2C=CC=CC=2)([P](C2C=CC=CC=2)(C2C=CC=CC=2)C2C=CC=CC=2)[P](C2C=CC=CC=2)(C2C=CC=CC=2)C2C=CC=CC=2)(C2C=CC=CC=2)C2C=CC=CC=2)=CC=1.O. The product is [CH3:1][O:2][C:3](=[O:26])[CH2:4][CH2:5][CH:6]([O:8][C:9]1[C:10]([F:25])=[CH:11][C:12]([C:28]2[CH:33]=[CH:32][CH:31]=[C:30]([O:34][CH:35]3[CH2:38][CH2:37][CH2:36]3)[N:29]=2)=[CH:13][C:14]=1[F:15])[CH3:7]. The yield is 0.660.